The task is: Predict the reactants needed to synthesize the given product.. This data is from Full USPTO retrosynthesis dataset with 1.9M reactions from patents (1976-2016). Given the product [CH3:49][N:50]1[C:54]([C:55]2[CH:56]=[C:57]([NH:61][C:22]([C:17]3[C:18](=[O:21])[O:19][C:20]4[C:15]([CH:16]=3)=[CH:14][CH:13]=[CH:12][C:11]=4[OH:10])=[O:24])[CH:58]=[CH:59][CH:60]=2)=[CH:53][CH:52]=[N:51]1, predict the reactants needed to synthesize it. The reactants are: CCN(C(C)C)C(C)C.[OH:10][C:11]1[CH:12]=[CH:13][CH:14]=[C:15]2[C:20]=1[O:19][C:18](=[O:21])[C:17]([C:22]([OH:24])=O)=[CH:16]2.CN(C(ON1N=NC2C=CC=NC1=2)=[N+](C)C)C.F[P-](F)(F)(F)(F)F.[CH3:49][N:50]1[C:54]([C:55]2[CH:56]=[C:57]([NH2:61])[CH:58]=[CH:59][CH:60]=2)=[CH:53][CH:52]=[N:51]1.